This data is from Catalyst prediction with 721,799 reactions and 888 catalyst types from USPTO. The task is: Predict which catalyst facilitates the given reaction. (1) Reactant: [C:1]([O:5][C:6]([NH:8][CH2:9][C@H:10]1[CH2:15][CH2:14][C@H:13]([C:16]([NH:18][C@H:19]([C:37]([NH:39][C:40]2[CH:45]=[CH:44][C:43]([C:46]3[N:47]=[N:48][NH:49][N:50]=3)=[C:42]([F:51])[CH:41]=2)=[O:38])[CH2:20][C:21]2[CH:26]=[CH:25][C:24]([C:27]3[CH:32]=[CH:31][C:30]([C:33]([OH:35])=O)=[CH:29][C:28]=3[CH3:36])=[CH:23][CH:22]=2)=[O:17])[CH2:12][CH2:11]1)=[O:7])([CH3:4])([CH3:3])[CH3:2].[CH:52]([N:55]1[CH2:60][CH2:59][CH:58]([NH2:61])[CH2:57][CH2:56]1)([CH3:54])[CH3:53].C(N(CC)C(C)C)(C)C.F[P-](F)(F)(F)(F)F.CN(C(ON1C2=NC=CC=C2N=N1)=[N+](C)C)C. Product: [F:51][C:42]1[CH:41]=[C:40]([NH:39][C:37](=[O:38])[C@@H:19]([NH:18][C:16]([C@H:13]2[CH2:14][CH2:15][C@H:10]([CH2:9][NH:8][C:6](=[O:7])[O:5][C:1]([CH3:4])([CH3:3])[CH3:2])[CH2:11][CH2:12]2)=[O:17])[CH2:20][C:21]2[CH:26]=[CH:25][C:24]([C:27]3[CH:32]=[CH:31][C:30]([C:33](=[O:35])[NH:61][CH:58]4[CH2:59][CH2:60][N:55]([CH:52]([CH3:54])[CH3:53])[CH2:56][CH2:57]4)=[CH:29][C:28]=3[CH3:36])=[CH:23][CH:22]=2)[CH:45]=[CH:44][C:43]=1[C:46]1[N:50]=[N:49][NH:48][N:47]=1. The catalyst class is: 9. (2) Reactant: [Cl:1][C:2]1[CH:9]=[C:8]([O:10][CH2:11][C:12]2[S:16][C:15]([CH:17]3[CH2:22][CH2:21][NH:20][CH2:19][CH2:18]3)=[N:14][C:13]=2[CH3:23])[CH:7]=[CH:6][C:3]=1[C:4]#[N:5].C(N(CC)C(C)C)(C)C.CN(C1C=CC=CN=1)C.[F:42][C:43]([F:49])([F:48])[S:44](Cl)(=[O:46])=[O:45]. Product: [Cl:1][C:2]1[CH:9]=[C:8]([O:10][CH2:11][C:12]2[S:16][C:15]([CH:17]3[CH2:22][CH2:21][N:20]([S:44]([C:43]([F:49])([F:48])[F:42])(=[O:46])=[O:45])[CH2:19][CH2:18]3)=[N:14][C:13]=2[CH3:23])[CH:7]=[CH:6][C:3]=1[C:4]#[N:5]. The catalyst class is: 4.